Dataset: Full USPTO retrosynthesis dataset with 1.9M reactions from patents (1976-2016). Task: Predict the reactants needed to synthesize the given product. (1) The reactants are: C(Cl)CCl.[NH2:5][C:6]1[N:11]=[CH:10][C:9]([CH:12]=[CH:13][C:14]([OH:16])=O)=[CH:8][CH:7]=1.[CH3:17][N:18]1[C:26]2[C:21](=[CH:22][CH:23]=[CH:24][CH:25]=2)[C:20]([CH2:27][NH:28][CH3:29])=[CH:19]1.C1C=CC2N(O)N=NC=2C=1.O. Given the product [NH2:5][C:6]1[N:11]=[CH:10][C:9](/[CH:12]=[CH:13]/[C:14]([N:28]([CH3:29])[CH2:27][C:20]2[C:21]3[C:26](=[CH:25][CH:24]=[CH:23][CH:22]=3)[N:18]([CH3:17])[CH:19]=2)=[O:16])=[CH:8][CH:7]=1, predict the reactants needed to synthesize it. (2) Given the product [OH:12][OH:11].[C:14]([O:18][CH2:19][CH3:20])(=[O:17])[CH2:15][CH3:16], predict the reactants needed to synthesize it. The reactants are: C(C1CCCC1=[O:11])CCCC.[OH-:12].[Li+].[C:14]([O:18][CH2:19][CH3:20])(=[O:17])[CH2:15][CH3:16]. (3) Given the product [O:19]=[S:11]1(=[O:20])[C:12]2[CH:18]=[CH:17][CH:16]=[CH:15][C:13]=2[NH:14][C:9]([C:6]2[C:7](=[O:8])[N:2]([N:1]=[CH:30][C:29]3[S:25][CH:26]=[N:27][CH:28]=3)[C:3]3[CH:24]=[CH:23][S:22][C:4]=3[C:5]=2[OH:21])=[N:10]1, predict the reactants needed to synthesize it. The reactants are: [NH2:1][N:2]1[C:7](=[O:8])[C:6]([C:9]2[NH:14][C:13]3[CH:15]=[CH:16][CH:17]=[CH:18][C:12]=3[S:11](=[O:20])(=[O:19])[N:10]=2)=[C:5]([OH:21])[C:4]2[S:22][CH:23]=[CH:24][C:3]1=2.[S:25]1[C:29]([CH:30]=O)=[CH:28][N:27]=[CH:26]1. (4) Given the product [CH3:4][N:3]([CH2:1][C:12]1[C:11]([OH:28])=[C:10]([O:9][CH3:8])[CH:18]=[C:17]2[C:13]=1[CH:14]=[CH:15][N:16]2[S:19]([C:22]1[CH:27]=[CH:26][CH:25]=[CH:24][CH:23]=1)(=[O:21])=[O:20])[CH3:5], predict the reactants needed to synthesize it. The reactants are: [CH2:1]=O.[NH:3]([CH3:5])[CH3:4].CO.[CH3:8][O:9][C:10]1[CH:18]=[C:17]2[C:13]([CH:14]=[CH:15][N:16]2[S:19]([C:22]2[CH:27]=[CH:26][CH:25]=[CH:24][CH:23]=2)(=[O:21])=[O:20])=[CH:12][C:11]=1[OH:28].